This data is from Catalyst prediction with 721,799 reactions and 888 catalyst types from USPTO. The task is: Predict which catalyst facilitates the given reaction. (1) Reactant: [C:1]([O:5][C:6](=[O:41])[CH2:7][CH2:8][C:9]1[CH:14]=[CH:13][C:12]([O:15][CH2:16][CH2:17][C:18]2[N:19]=[C:20]([C:24]3[CH:29]=[CH:28][C:27]([N+:30]([O-])=O)=[CH:26][CH:25]=3)[O:21][C:22]=2[CH3:23])=[CH:11][C:10]=1[CH2:33][NH:34][C:35]([O:37][CH:38]([CH3:40])[CH3:39])=[O:36])([CH3:4])([CH3:3])[CH3:2]. Product: [C:1]([O:5][C:6](=[O:41])[CH2:7][CH2:8][C:9]1[CH:14]=[CH:13][C:12]([O:15][CH2:16][CH2:17][C:18]2[N:19]=[C:20]([C:24]3[CH:25]=[CH:26][C:27]([NH2:30])=[CH:28][CH:29]=3)[O:21][C:22]=2[CH3:23])=[CH:11][C:10]=1[CH2:33][NH:34][C:35]([O:37][CH:38]([CH3:39])[CH3:40])=[O:36])([CH3:4])([CH3:3])[CH3:2]. The catalyst class is: 99. (2) Reactant: [BH4-].[Na+].CO.[CH3:5][O:6][C:7](=[O:32])[CH2:8][O:9][CH2:10][CH2:11][CH2:12][CH2:13][N:14]1[C@@H:19](/[CH:20]=[CH:21]/[C:22](=[O:30])[CH2:23][C:24]2[CH:29]=[CH:28][CH:27]=[CH:26][CH:25]=2)[CH2:18][CH2:17][CH2:16][C:15]1=[O:31]. Product: [CH3:5][O:6][C:7](=[O:32])[CH2:8][O:9][CH2:10][CH2:11][CH2:12][CH2:13][N:14]1[C:15](=[O:31])[CH2:16][CH2:17][CH2:18][C@@H:19]1/[CH:20]=[CH:21]/[CH:22]([OH:30])[CH2:23][C:24]1[CH:29]=[CH:28][CH:27]=[CH:26][CH:25]=1. The catalyst class is: 2. (3) Reactant: F[C:2]1[CH:17]=[CH:16][C:5]([C:6]([NH:8][C:9]2[CH:14]=[CH:13][C:12]([CH3:15])=[CH:11][CH:10]=2)=[O:7])=[CH:4][C:3]=1[N+:18]([O-:20])=[O:19].[OH-].[K+].[C:23]([O:27][C:28](=[O:37])[NH:29][C:30]1[CH:35]=[CH:34][C:33]([OH:36])=[CH:32][CH:31]=1)([CH3:26])([CH3:25])[CH3:24]. Product: [C:23]([O:27][C:28](=[O:37])[NH:29][C:30]1[CH:31]=[CH:32][C:33]([O:36][C:2]2[CH:17]=[CH:16][C:5]([C:6](=[O:7])[NH:8][C:9]3[CH:14]=[CH:13][C:12]([CH3:15])=[CH:11][CH:10]=3)=[CH:4][C:3]=2[N+:18]([O-:20])=[O:19])=[CH:34][CH:35]=1)([CH3:26])([CH3:24])[CH3:25]. The catalyst class is: 58. (4) Reactant: [CH3:1][O:2][CH2:3][O:4][CH2:5][C@@H:6]1[C@@H:11]2[CH2:12][CH2:13][C@@H:8]([C@@H:9]([OH:14])[CH2:10]2)[N:7]1[C@@H](C1C=CC=CC=1)C.[CH3:35][C:34]([O:33][C:31](O[C:31]([O:33][C:34]([CH3:37])([CH3:36])[CH3:35])=[O:32])=[O:32])([CH3:37])[CH3:36].N#N. Product: [OH:14][C@@H:9]1[C@@H:8]2[CH2:13][CH2:12][C@@H:11]([C@@H:6]([CH2:5][O:4][CH2:3][O:2][CH3:1])[N:7]2[C:31]([O:33][C:34]([CH3:35])([CH3:36])[CH3:37])=[O:32])[CH2:10]1. The catalyst class is: 50. (5) Reactant: C[Si](C)(C)[N-][Si](C)(C)C.[K+].[C:11]1(=[O:21])[C:15]2([CH2:20][CH2:19][O:18][CH2:17][CH2:16]2)[CH2:14][CH2:13][CH2:12]1.[F:22][C:23]([F:42])([F:41])[S:24](N([S:24]([C:23]([F:42])([F:41])[F:22])(=[O:26])=[O:25])C1C=CC=CC=1)(=[O:26])=[O:25].C(OCC)C. Product: [C:11]1([O:21][S:24]([C:23]([F:42])([F:41])[F:22])(=[O:26])=[O:25])[C:15]2([CH2:16][CH2:17][O:18][CH2:19][CH2:20]2)[CH2:14][CH2:13][CH:12]=1. The catalyst class is: 7.